This data is from TCR-epitope binding with 47,182 pairs between 192 epitopes and 23,139 TCRs. The task is: Binary Classification. Given a T-cell receptor sequence (or CDR3 region) and an epitope sequence, predict whether binding occurs between them. (1) The epitope is ILGLPTQTV. Result: 0 (the TCR does not bind to the epitope). The TCR CDR3 sequence is CASSLVSGANNEQFF. (2) The epitope is TEKSNIIRGW. The TCR CDR3 sequence is CATSPNRAYEQYF. Result: 0 (the TCR does not bind to the epitope). (3) The epitope is MLNIPSINV. The TCR CDR3 sequence is CASRPKSPLHF. Result: 1 (the TCR binds to the epitope). (4) The TCR CDR3 sequence is CASSLWGGGGETQYF. Result: 0 (the TCR does not bind to the epitope). The epitope is CINGVCWTV. (5) The epitope is CINGVCWTV. The TCR CDR3 sequence is CASSQEASGGPYEQYF. Result: 1 (the TCR binds to the epitope). (6) The epitope is FLYNLLTRV. Result: 1 (the TCR binds to the epitope). The TCR CDR3 sequence is CASSYSAGGYYGYTF.